This data is from Reaction yield outcomes from USPTO patents with 853,638 reactions. The task is: Predict the reaction yield, written as a fraction of the theoretical maximum amount of product (1.0 means a 100% yield; for example, 0.34 means a 34% yield). (1) The reactants are [Cl:1][C:2]1[C:11]([C:12]2([C:15]#[N:16])[CH2:14][CH2:13]2)=[CH:10][CH:9]=[CH:8][C:3]=1[C:4]([O:6]C)=[O:5].CO.O.O.[OH-].[Li+]. The catalyst is O1CCCC1. The product is [Cl:1][C:2]1[C:11]([C:12]2([C:15]#[N:16])[CH2:14][CH2:13]2)=[CH:10][CH:9]=[CH:8][C:3]=1[C:4]([OH:6])=[O:5]. The yield is 0.900. (2) The reactants are [CH:1]12[CH2:13][CH2:12][CH:8]([CH2:9][NH:10][CH2:11]1)[C:7]1[C:2]2=[CH:3][C:4]([NH:14][C:15]2[N:20]=[C:19]([NH:21][C:22]3[CH:31]=[CH:30][CH:29]=[CH:28][C:23]=3[C:24]([NH:26][CH3:27])=[O:25])[C:18]([Cl:32])=[CH:17][N:16]=2)=[CH:5][CH:6]=1.C(N(CC)CC)C.[CH3:40][S:41](Cl)(=[O:43])=[O:42]. The catalyst is ClCCl. The product is [Cl:32][C:18]1[C:19]([NH:21][C:22]2[CH:31]=[CH:30][CH:29]=[CH:28][C:23]=2[C:24]([NH:26][CH3:27])=[O:25])=[N:20][C:15]([NH:14][C:4]2[CH:3]=[C:2]3[C:7](=[CH:6][CH:5]=2)[CH:8]2[CH2:12][CH2:13][CH:1]3[CH2:11][N:10]([S:41]([CH3:40])(=[O:43])=[O:42])[CH2:9]2)=[N:16][CH:17]=1. The yield is 0.880.